Dataset: Buchwald-Hartwig C-N cross coupling reaction yields with 55,370 reactions. Task: Predict the reaction yield, written as a fraction of the theoretical maximum amount of product (1.0 means a 100% yield; for example, 0.34 means a 34% yield). (1) The reactants are FC(F)(F)c1ccc(I)cc1.Cc1ccc(N)cc1.O=S(=O)(O[Pd]1c2ccccc2-c2ccccc2N~1)C(F)(F)F.COc1ccc(OC)c(P([C@]23C[C@H]4C[C@H](C[C@H](C4)C2)C3)[C@]23C[C@H]4C[C@H](C[C@H](C4)C2)C3)c1-c1c(C(C)C)cc(C(C)C)cc1C(C)C.CCN=P(N=P(N(C)C)(N(C)C)N(C)C)(N(C)C)N(C)C.c1ccc(CN(Cc2ccccc2)c2ccon2)cc1. No catalyst specified. The product is Cc1ccc(Nc2ccc(C(F)(F)F)cc2)cc1. The yield is 0.309. (2) The reactants are Brc1cccnc1.Cc1ccc(N)cc1.O=S(=O)(O[Pd]1c2ccccc2-c2ccccc2N~1)C(F)(F)F.CC(C)c1cc(C(C)C)c(-c2ccccc2P(C(C)(C)C)C(C)(C)C)c(C(C)C)c1.CN1CCCN2CCCN=C12.c1ccc(CN(Cc2ccccc2)c2ccon2)cc1. No catalyst specified. The product is Cc1ccc(Nc2cccnc2)cc1. The yield is 0.786. (3) The reactants are Ic1ccccn1.Cc1ccc(N)cc1.O=S(=O)(O[Pd]1c2ccccc2-c2ccccc2N~1)C(F)(F)F.COc1ccc(OC)c(P([C@]23C[C@H]4C[C@H](C[C@H](C4)C2)C3)[C@]23C[C@H]4C[C@H](C[C@H](C4)C2)C3)c1-c1c(C(C)C)cc(C(C)C)cc1C(C)C.CN1CCCN2CCCN=C12.c1ccc(CN(Cc2ccccc2)c2ccno2)cc1. No catalyst specified. The product is Cc1ccc(Nc2ccccn2)cc1. The yield is 0.835. (4) The reactants are CCc1ccc(Cl)cc1.Cc1ccc(N)cc1.O=S(=O)(O[Pd]1c2ccccc2-c2ccccc2N~1)C(F)(F)F.CC(C)c1cc(C(C)C)c(-c2ccccc2P(C2CCCCC2)C2CCCCC2)c(C(C)C)c1.CN(C)C(=NC(C)(C)C)N(C)C.Cc1cc(C)on1. No catalyst specified. The product is CCc1ccc(Nc2ccc(C)cc2)cc1. The yield is 0.0302. (5) The reactants are FC(F)(F)c1ccc(Br)cc1.Cc1ccc(N)cc1.O=S(=O)(O[Pd]1c2ccccc2-c2ccccc2N~1)C(F)(F)F.CC(C)c1cc(C(C)C)c(-c2ccccc2P(C2CCCCC2)C2CCCCC2)c(C(C)C)c1.CN(C)C(=NC(C)(C)C)N(C)C.CCOC(=O)c1cnoc1C. No catalyst specified. The product is Cc1ccc(Nc2ccc(C(F)(F)F)cc2)cc1. The yield is 0.0980. (6) The reactants are Ic1cccnc1.Cc1ccc(N)cc1.O=S(=O)(O[Pd]1c2ccccc2-c2ccccc2N~1)C(F)(F)F.COc1ccc(OC)c(P(C(C)(C)C)C(C)(C)C)c1-c1c(C(C)C)cc(C(C)C)cc1C(C)C.CCN=P(N=P(N(C)C)(N(C)C)N(C)C)(N(C)C)N(C)C.Cc1cc(-n2cccc2)no1. No catalyst specified. The product is Cc1ccc(Nc2cccnc2)cc1. The yield is 0.620. (7) The reactants are COc1ccc(Cl)cc1.Cc1ccc(N)cc1.O=S(=O)(O[Pd]1c2ccccc2-c2ccccc2N~1)C(F)(F)F.COc1ccc(OC)c(P([C@]23C[C@H]4C[C@H](C[C@H](C4)C2)C3)[C@]23C[C@H]4C[C@H](C[C@H](C4)C2)C3)c1-c1c(C(C)C)cc(C(C)C)cc1C(C)C.CN(C)C(=NC(C)(C)C)N(C)C.CCOC(=O)c1cnoc1C. No catalyst specified. The product is COc1ccc(Nc2ccc(C)cc2)cc1. The yield is 0.